Regression. Given two drug SMILES strings and cell line genomic features, predict the synergy score measuring deviation from expected non-interaction effect. From a dataset of NCI-60 drug combinations with 297,098 pairs across 59 cell lines. Drug 2: N.N.Cl[Pt+2]Cl. Cell line: PC-3. Drug 1: CCC1(C2=C(COC1=O)C(=O)N3CC4=CC5=C(C=CC(=C5CN(C)C)O)N=C4C3=C2)O.Cl. Synergy scores: CSS=29.7, Synergy_ZIP=-8.16, Synergy_Bliss=3.26, Synergy_Loewe=4.81, Synergy_HSA=6.31.